From a dataset of Forward reaction prediction with 1.9M reactions from USPTO patents (1976-2016). Predict the product of the given reaction. (1) Given the reactants N1C=CC=CC=1.S(Cl)(Cl)=O.[Cl:11][C:12]1[CH:13]=[C:14]2[C:18](=[CH:19][CH:20]=1)[NH:17][C:16](=[O:21])[C:15]2([C:23]1[C:24]([O:31][CH3:32])=[N:25][C:26]([O:29][CH3:30])=[N:27][CH:28]=1)O.[Cl-:33].[NH4+], predict the reaction product. The product is: [Cl:33][C:15]1([C:23]2[C:24]([O:31][CH3:32])=[N:25][C:26]([O:29][CH3:30])=[N:27][CH:28]=2)[C:14]2[C:18](=[CH:19][CH:20]=[C:12]([Cl:11])[CH:13]=2)[NH:17][C:16]1=[O:21]. (2) Given the reactants [NH2:1][C:2](=[O:34])[C:3]([C:5]1[C:9]2[C:10]([O:14][CH2:15][C:16]([OH:18])=[O:17])=[N:11][CH:12]=[CH:13][C:8]=2[N:7]([CH2:19][C:20]2[CH:25]=[CH:24][CH:23]=[CH:22][C:21]=2C2C=CC=CC=2)[C:6]=1[CH2:32][CH3:33])=[O:4].[OH-].[K+].O.[OH-].[Li+], predict the reaction product. The product is: [NH2:1][C:2](=[O:34])[C:3]([C:5]1[C:9]2[C:10]([O:14][CH2:15][C:16]([OH:18])=[O:17])=[N:11][CH:12]=[CH:13][C:8]=2[N:7]([CH2:19][C:20]2[CH:25]=[CH:24][CH:23]=[CH:22][CH:21]=2)[C:6]=1[CH2:32][CH3:33])=[O:4].